Regression. Given two drug SMILES strings and cell line genomic features, predict the synergy score measuring deviation from expected non-interaction effect. From a dataset of NCI-60 drug combinations with 297,098 pairs across 59 cell lines. (1) Drug 1: CC1=C2C(C(=O)C3(C(CC4C(C3C(C(C2(C)C)(CC1OC(=O)C(C(C5=CC=CC=C5)NC(=O)OC(C)(C)C)O)O)OC(=O)C6=CC=CC=C6)(CO4)OC(=O)C)OC)C)OC. Drug 2: CCN(CC)CCCC(C)NC1=C2C=C(C=CC2=NC3=C1C=CC(=C3)Cl)OC. Cell line: SNB-75. Synergy scores: CSS=38.5, Synergy_ZIP=-1.44, Synergy_Bliss=3.61, Synergy_Loewe=2.43, Synergy_HSA=6.30. (2) Drug 1: CC1=C(C=C(C=C1)NC2=NC=CC(=N2)N(C)C3=CC4=NN(C(=C4C=C3)C)C)S(=O)(=O)N.Cl. Drug 2: CCCS(=O)(=O)NC1=C(C(=C(C=C1)F)C(=O)C2=CNC3=C2C=C(C=N3)C4=CC=C(C=C4)Cl)F. Cell line: SF-268. Synergy scores: CSS=4.03, Synergy_ZIP=3.52, Synergy_Bliss=10.0, Synergy_Loewe=5.74, Synergy_HSA=5.94. (3) Drug 1: COC1=NC(=NC2=C1N=CN2C3C(C(C(O3)CO)O)O)N. Drug 2: CCN(CC)CCCC(C)NC1=C2C=C(C=CC2=NC3=C1C=CC(=C3)Cl)OC. Cell line: HOP-92. Synergy scores: CSS=29.7, Synergy_ZIP=-10.5, Synergy_Bliss=-6.99, Synergy_Loewe=-36.3, Synergy_HSA=-4.83.